Dataset: Forward reaction prediction with 1.9M reactions from USPTO patents (1976-2016). Task: Predict the product of the given reaction. (1) Given the reactants [CH3:1][O:2][C:3]1[C:8]([NH2:9])=[CH:7][CH:6]=[CH:5][N:4]=1.Cl[C:11]1[N:16]=[C:15]([S:17][C:18]#[N:19])[C:14]([N+:20]([O-:22])=[O:21])=[CH:13][N:12]=1.C(N(CC)CC)C, predict the reaction product. The product is: [CH3:1][O:2][C:3]1[C:8]([NH:9][C:11]2[N:16]=[C:15]([S:17][C:18]#[N:19])[C:14]([N+:20]([O-:22])=[O:21])=[CH:13][N:12]=2)=[CH:7][CH:6]=[CH:5][N:4]=1. (2) The product is: [OH:12][C:8]1[CH:9]=[C:10]2[C:5](=[CH:6][C:7]=1[OH:13])[C:4](=[O:14])[NH:3][C:2]([N:19]1[CH2:20][CH2:21][N:16]([CH3:15])[CH2:17][CH2:18]1)=[CH:11]2. Given the reactants Cl[C:2]1[NH:3][C:4](=[O:14])[C:5]2[C:10]([CH:11]=1)=[CH:9][C:8]([OH:12])=[C:7]([OH:13])[CH:6]=2.[CH3:15][N:16]1[CH2:21][CH2:20][NH:19][CH2:18][CH2:17]1, predict the reaction product. (3) Given the reactants Cl.[C:2]([O:18][CH3:19])(=[O:17])/[CH:3]=[CH:4]/[C:5]([O:7][CH2:8][C:9](=[O:16])[N:10]1[CH2:15][CH2:14][NH:13][CH2:12][CH2:11]1)=[O:6].[CH2:20](Br)[C:21]1[CH:26]=[CH:25][CH:24]=[CH:23][CH:22]=1.C(N(C(C)C)CC)(C)C, predict the reaction product. The product is: [C:2]([O:18][CH3:19])(=[O:17])/[CH:3]=[CH:4]/[C:5]([O:7][CH2:8][C:9]([N:10]1[CH2:15][CH2:14][N:13]([CH2:20][C:21]2[CH:26]=[CH:25][CH:24]=[CH:23][CH:22]=2)[CH2:12][CH2:11]1)=[O:16])=[O:6].